Predict the reactants needed to synthesize the given product. From a dataset of Full USPTO retrosynthesis dataset with 1.9M reactions from patents (1976-2016). (1) Given the product [CH3:8][C:9]([CH3:27])([CH3:26])[C:10]([O:12][CH2:13][CH2:14][O:15][C:16]([NH:1][C@H:2]([CH2:3][OH:4])[C:5]([OH:7])=[O:6])=[O:17])=[O:11], predict the reactants needed to synthesize it. The reactants are: [NH2:1][C@@H:2]([C:5]([OH:7])=[O:6])[CH2:3][OH:4].[CH3:8][C:9]([CH3:27])([CH3:26])[C:10]([O:12][CH2:13][CH2:14][O:15][C:16](ON1C(=O)CCC1=O)=[O:17])=[O:11]. (2) Given the product [CH3:17][O:18][C:19](=[O:23])[C@@H:20]([CH3:22])[NH:21][S:12]([C:9]1[CH:10]=[C:11]2[C:6]([C:5]([Cl:16])=[CH:4][N:3]=[C:2]2[Cl:1])=[CH:7][CH:8]=1)(=[O:14])=[O:13], predict the reactants needed to synthesize it. The reactants are: [Cl:1][C:2]1[C:11]2[C:6](=[CH:7][CH:8]=[C:9]([S:12](Cl)(=[O:14])=[O:13])[CH:10]=2)[C:5]([Cl:16])=[CH:4][N:3]=1.[CH3:17][O:18][C:19](=[O:23])[C@@H:20]([CH3:22])[NH2:21].CCN(CC)CC. (3) Given the product [CH2:2]=[CH:3][C:4]([C:7]([O:10][C:11]([C:14]([S:17]([F:20])(=[O:19])=[O:18])([F:15])[F:16])([F:12])[F:13])([F:9])[F:8])([F:6])[F:5], predict the reactants needed to synthesize it. The reactants are: I[CH2:2][CH2:3][C:4]([C:7]([O:10][C:11]([C:14]([S:17]([F:20])(=[O:19])=[O:18])([F:16])[F:15])([F:13])[F:12])([F:9])[F:8])([F:6])[F:5].C1CCN2C(=NCCC2)CC1. (4) Given the product [Br:41][CH2:19][CH2:18][C:6]1[C:5]2[C:9](=[CH:10][C:2]([Cl:1])=[C:3]([CH3:21])[CH:4]=2)[NH:8][C:7]=1[Si:11]([CH2:16][CH3:17])([CH2:14][CH3:15])[CH2:12][CH3:13], predict the reactants needed to synthesize it. The reactants are: [Cl:1][C:2]1[CH:10]=[C:9]2[C:5]([C:6]([CH2:18][CH2:19]O)=[C:7]([Si:11]([CH2:16][CH3:17])([CH2:14][CH3:15])[CH2:12][CH3:13])[NH:8]2)=[CH:4][C:3]=1[CH3:21].C1(P(C2C=CC=CC=2)C2C=CC=CC=2)C=CC=CC=1.[Br:41]C(Br)(Br)Br. (5) Given the product [F:36][C:31]1[CH:30]=[C:29]([CH:34]=[C:33]([F:35])[CH:32]=1)[CH2:28][C@H:27]([NH:37][C:38](=[O:40])[CH3:39])[C@H:26]([OH:41])[CH2:25][NH:24][C:13]1([C:15]2[CH:20]=[CH:19][CH:18]=[C:17]([CH:21]([CH3:22])[CH3:23])[CH:16]=2)[CH2:14][NH:11][CH2:12]1, predict the reactants needed to synthesize it. The reactants are: C(OC([N:11]1[CH2:14][C:13]([NH:24][CH2:25][C@@H:26]([OH:41])[C@@H:27]([NH:37][C:38](=[O:40])[CH3:39])[CH2:28][C:29]2[CH:34]=[C:33]([F:35])[CH:32]=[C:31]([F:36])[CH:30]=2)([C:15]2[CH:20]=[CH:19][CH:18]=[C:17]([CH:21]([CH3:23])[CH3:22])[CH:16]=2)[CH2:12]1)=O)C1C=CC=CC=1.[H][H]. (6) Given the product [CH3:1][O:2][C:3](=[O:16])[C:4]1[CH:9]=[C:8]([C:21]2[N:20]([CH2:36][CH2:37][O:38][CH2:39][Si:40]([CH3:41])([CH3:43])[CH3:42])[N:19]=[C:18]([CH3:17])[CH:22]=2)[C:7]([C:11]([F:14])([F:13])[F:12])=[CH:6][C:5]=1[NH2:15], predict the reactants needed to synthesize it. The reactants are: [CH3:1][O:2][C:3](=[O:16])[C:4]1[CH:9]=[C:8](I)[C:7]([C:11]([F:14])([F:13])[F:12])=[CH:6][C:5]=1[NH2:15].[CH3:17][C:18]1[CH:22]=[C:21]([Sn](CCCC)(CCCC)CCCC)[N:20]([CH2:36][CH2:37][O:38][CH2:39][Si:40]([CH3:43])([CH3:42])[CH3:41])[N:19]=1.